Dataset: Catalyst prediction with 721,799 reactions and 888 catalyst types from USPTO. Task: Predict which catalyst facilitates the given reaction. (1) Reactant: [Br:1][C:2]1[CH:7]=[CH:6][C:5]([C@@H:8]([NH2:10])[CH3:9])=[CH:4][CH:3]=1.Cl[CH2:12][CH2:13][N:14]([CH2:25][CH2:26]Cl)[S:15]([C:18]1[CH:23]=[CH:22][C:21]([CH3:24])=[CH:20][CH:19]=1)(=[O:17])=[O:16].CCN(C(C)C)C(C)C. Product: [Br:1][C:2]1[CH:7]=[CH:6][C:5]([C@@H:8]([N:10]2[CH2:26][CH2:25][N:14]([S:15]([C:18]3[CH:19]=[CH:20][C:21]([CH3:24])=[CH:22][CH:23]=3)(=[O:17])=[O:16])[CH2:13][CH2:12]2)[CH3:9])=[CH:4][CH:3]=1. The catalyst class is: 2. (2) Reactant: Br[C:2]1[CH:7]=[CH:6][C:5]([CH2:8][C:9]#[N:10])=[CH:4][CH:3]=1.[F:11][C:12]([F:27])([F:26])[C:13]1[CH:14]=[C:15](B(O)O)[CH:16]=[C:17]([C:19]([F:22])([F:21])[F:20])[CH:18]=1.C(=O)([O-])[O-].[K+].[K+]. Product: [F:11][C:12]([F:26])([F:27])[C:13]1[CH:14]=[C:15]([C:2]2[CH:7]=[CH:6][C:5]([CH2:8][C:9]#[N:10])=[CH:4][CH:3]=2)[CH:16]=[C:17]([C:19]([F:20])([F:21])[F:22])[CH:18]=1. The catalyst class is: 30.